This data is from Catalyst prediction with 721,799 reactions and 888 catalyst types from USPTO. The task is: Predict which catalyst facilitates the given reaction. Reactant: [OH:1][C:2]1[CH:6]=[C:5]([C:7]([O:9][CH3:10])=[O:8])[O:4][N:3]=1.Cl.Cl[CH2:13][C:14]1[CH:23]=[CH:22][C:21]2[C:16](=[CH:17][CH:18]=[CH:19][CH:20]=2)[N:15]=1.C(=O)([O-])[O-].[K+].[K+].CN(C)C=O. Product: [N:15]1[C:16]2[C:21](=[CH:20][CH:19]=[CH:18][CH:17]=2)[CH:22]=[CH:23][C:14]=1[CH2:13][O:1][C:2]1[CH:6]=[C:5]([C:7]([O:9][CH3:10])=[O:8])[O:4][N:3]=1. The catalyst class is: 6.